From a dataset of Forward reaction prediction with 1.9M reactions from USPTO patents (1976-2016). Predict the product of the given reaction. (1) The product is: [CH3:1][C:2]1([CH3:18])[C:6]([CH3:8])([CH3:7])[O:5][B:4]([C:9]2[CH:17]=[CH:16][C:12]3[O:24][CH2:23][CH2:22][O:27][C:11]=3[CH:10]=2)[O:3]1. Given the reactants [CH3:1][C:2]1([CH3:18])[C:6]([CH3:8])([CH3:7])[O:5][B:4]([C:9]2[CH:17]=[CH:16][C:12]3N=CS[C:11]=3[CH:10]=2)[O:3]1.BrC1C=C[C:23]2[O:24]CC[O:27][C:22]=2C=1, predict the reaction product. (2) Given the reactants Cl[C:2](Cl)([O:4]C(=O)OC(Cl)(Cl)Cl)Cl.[NH2:13][C:14]1[C:22]([O:23][CH3:24])=[C:21]([F:25])[C:20]([I:26])=[C:19]([CH3:27])[C:15]=1[C:16]([OH:18])=[O:17], predict the reaction product. The product is: [F:25][C:21]1[C:20]([I:26])=[C:19]([CH3:27])[C:15]2[C:16](=[O:18])[O:17][C:2](=[O:4])[NH:13][C:14]=2[C:22]=1[O:23][CH3:24].